Dataset: Forward reaction prediction with 1.9M reactions from USPTO patents (1976-2016). Task: Predict the product of the given reaction. Given the reactants Cl.[CH3:2][O:3][C:4](=[O:9])[C@H:5]([CH2:7][OH:8])[NH2:6].CCN(CC)CC.[C:17]([N:27]1[CH2:34][CH2:33][CH2:32][C@@H:28]1[C:29](O)=[O:30])([O:19][CH2:20][C:21]1[CH:26]=[CH:25][CH:24]=[CH:23][CH:22]=1)=[O:18].C1CCC(N=C=NC2CCCCC2)CC1, predict the reaction product. The product is: [OH:8][CH2:7][C@H:5]([NH:6][C:29]([C@H:28]1[CH2:32][CH2:33][CH2:34][N:27]1[C:17]([O:19][CH2:20][C:21]1[CH:26]=[CH:25][CH:24]=[CH:23][CH:22]=1)=[O:18])=[O:30])[C:4]([O:3][CH3:2])=[O:9].